The task is: Predict which catalyst facilitates the given reaction.. This data is from Catalyst prediction with 721,799 reactions and 888 catalyst types from USPTO. (1) Reactant: [CH2:1]([N:8]1[C:17](=O)[C:16]2[N:15]=[CH:14][CH:13]=[CH:12][C:11]=2[C:10]([CH3:19])=[CH:9]1)[C:2]1[CH:7]=[CH:6][CH:5]=[CH:4][CH:3]=1.[Cl-].[Ce+3].[Cl-].[Cl-].[F:24][C:25]([F:35])([F:34])[C:26]1[CH:31]=[CH:30][C:29]([Mg][Br:33])=[CH:28][CH:27]=1.[Mg].FC(F)(F)C1C=CC(Br)=CC=1. Product: [Br-:33].[CH2:1]([N:8]1[C:17]([C:29]2[CH:30]=[CH:31][C:26]([C:25]([F:35])([F:34])[F:24])=[CH:27][CH:28]=2)=[C:16]2[C:11]([CH:12]=[CH:13][CH:14]=[NH+:15]2)=[C:10]([CH3:19])[CH2:9]1)[C:2]1[CH:7]=[CH:6][CH:5]=[CH:4][CH:3]=1. The catalyst class is: 182. (2) Reactant: [C:1]([O:14][C@H:15]([CH2:41][O:42][C:43](=[O:55])[CH2:44][CH2:45][CH2:46][CH2:47][CH2:48][CH2:49][CH2:50][CH2:51][CH2:52][CH2:53][CH3:54])[CH2:16][S:17][CH2:18][C@@H:19]([C:38](O)=[O:39])[NH:20][C:21](=[O:37])[O:22][CH2:23][CH:24]1[C:36]2[CH:35]=[CH:34][CH:33]=[CH:32][C:31]=2[C:30]2[C:25]1=[CH:26][CH:27]=[CH:28][CH:29]=2)(=[O:13])[CH2:2][CH2:3][CH2:4][CH2:5][CH2:6][CH2:7][CH2:8][CH2:9][CH2:10][CH2:11][CH3:12].CN(C(ON1N=NC2C=CC=CC1=2)=[N+](C)C)C.F[P-](F)(F)(F)(F)F.CCN(C(C)C)C(C)C.Cl.[NH2:90][C:91]1([CH2:94][OH:95])[CH2:93][CH2:92]1. Product: [C:43]([O:42][CH2:41][C@@H:15]([O:14][C:1](=[O:13])[CH2:2][CH2:3][CH2:4][CH2:5][CH2:6][CH2:7][CH2:8][CH2:9][CH2:10][CH2:11][CH3:12])[CH2:16][S:17][CH2:18][C@H:19]([NH:20][C:21]([O:22][CH2:23][CH:24]1[C:25]2[CH:26]=[CH:27][CH:28]=[CH:29][C:30]=2[C:31]2[C:36]1=[CH:35][CH:34]=[CH:33][CH:32]=2)=[O:37])[C:38]([NH:90][C:91]1([CH2:94][OH:95])[CH2:93][CH2:92]1)=[O:39])(=[O:55])[CH2:44][CH2:45][CH2:46][CH2:47][CH2:48][CH2:49][CH2:50][CH2:51][CH2:52][CH2:53][CH3:54]. The catalyst class is: 2. (3) Reactant: [F:1][C:2]1[CH:7]=[CH:6][C:5]([C:8]2[NH:20][C:11]3=[N:12][CH:13]=[CH:14][C:15]([C:16]([O:18]C)=[O:17])=[C:10]3[N:9]=2)=[CH:4][CH:3]=1.O[Li].O. Product: [F:1][C:2]1[CH:7]=[CH:6][C:5]([C:8]2[NH:20][C:11]3=[N:12][CH:13]=[CH:14][C:15]([C:16]([OH:18])=[O:17])=[C:10]3[N:9]=2)=[CH:4][CH:3]=1. The catalyst class is: 20. (4) Reactant: [C:1](=[O:26])(OC1C=CC([N+]([O-])=O)=CC=1)[O:2][CH:3]1[CH2:6][N:5]([C:7]2[CH:12]=[CH:11][C:10]([C:13](=[O:15])[NH2:14])=[CH:9][N:8]=2)[CH2:4]1.[CH:27]([N:30]1[CH2:35][CH2:34][NH:33][CH2:32][CH2:31]1)([CH3:29])[CH3:28]. Product: [CH:27]([N:30]1[CH2:35][CH2:34][N:33]([C:1]([O:2][CH:3]2[CH2:4][N:5]([C:7]3[CH:12]=[CH:11][C:10]([C:13](=[O:15])[NH2:14])=[CH:9][N:8]=3)[CH2:6]2)=[O:26])[CH2:32][CH2:31]1)([CH3:29])[CH3:28]. The catalyst class is: 2. (5) Reactant: O[C:2]1[C:11]2[C:6](=[N:7][CH:8]=[CH:9][CH:10]=2)[N:5]([C:12]2[CH:17]=[CH:16][CH:15]=[CH:14][CH:13]=2)[C:4](=[O:18])[C:3]=1[C:19](=O)[CH2:20][C:21]1[CH:26]=[CH:25][C:24]([CH2:27][C:28]([O:30][CH2:31][CH3:32])=[O:29])=[CH:23][CH:22]=1.O.[NH2:35][NH2:36]. Product: [CH2:31]([O:30][C:28]([CH2:27][C:24]1[CH:25]=[CH:26][C:21]([CH2:20][C:19]2[C:3]3[C:4](=[O:18])[N:5]([C:12]4[CH:13]=[CH:14][CH:15]=[CH:16][CH:17]=4)[C:6]4[N:7]=[CH:8][CH:9]=[CH:10][C:11]=4[C:2]=3[NH:36][N:35]=2)=[CH:22][CH:23]=1)=[O:29])[CH3:32]. The catalyst class is: 3. (6) Reactant: C(OC([N:8]1[C:16]2[C:11](=[CH:12][C:13]([NH:17][S:18]([C:21]3[CH:26]=[CH:25][CH:24]=[C:23]([F:27])[CH:22]=3)(=[O:20])=[O:19])=[CH:14][CH:15]=2)[C:10]([CH3:28])=[N:9]1)=O)(C)(C)C.I[Si](C)(C)C. Product: [F:27][C:23]1[CH:22]=[C:21]([S:18]([NH:17][C:13]2[CH:12]=[C:11]3[C:16](=[CH:15][CH:14]=2)[NH:8][N:9]=[C:10]3[CH3:28])(=[O:19])=[O:20])[CH:26]=[CH:25][CH:24]=1. The catalyst class is: 22. (7) Reactant: [OH:1][C@H:2]1[CH2:10][C:9]2[C:4](=[CH:5][CH:6]=[CH:7][CH:8]=2)[C@H:3]1[NH:11][C:12](=[O:18])[O:13][C:14]([CH3:17])([CH3:16])[CH3:15].C(N(CC)CC)C.[CH3:26][S:27](Cl)(=[O:29])=[O:28]. Product: [CH3:16][C:14]([CH3:15])([O:13][C:12]([NH:11][C@@H:3]1[C:4]2[C:9](=[CH:8][CH:7]=[CH:6][CH:5]=2)[CH2:10][C@@H:2]1[O:1][S:27]([CH3:26])(=[O:29])=[O:28])=[O:18])[CH3:17]. The catalyst class is: 2.